The task is: Predict the reactants needed to synthesize the given product.. This data is from Full USPTO retrosynthesis dataset with 1.9M reactions from patents (1976-2016). (1) Given the product [Cl:7][C:8]1[CH:13]=[C:12]([Cl:14])[CH:11]=[CH:10][C:9]=1[S:15]([NH:18][C:19]1[CH:20]=[C:21]([CH:22]=[O:23])[C:28]([S:31][C:32]2[CH:33]=[CH:34][C:35]([S:38]([N:41]3[CH2:46][CH2:45][CH2:44][CH2:43][CH2:42]3)(=[O:40])=[O:39])=[CH:36][CH:37]=2)=[CH:29][N:30]=1)(=[O:17])=[O:16], predict the reactants needed to synthesize it. The reactants are: [H-].[Al+3].[Li+].[H-].[H-].[H-].[Cl:7][C:8]1[CH:13]=[C:12]([Cl:14])[CH:11]=[CH:10][C:9]=1[S:15]([NH:18][C:19]1[CH:20]=[C:21]([C:28]([S:31][C:32]2[CH:37]=[CH:36][C:35]([S:38]([N:41]3[CH2:46][CH2:45][CH2:44][CH2:43][CH2:42]3)(=[O:40])=[O:39])=[CH:34][CH:33]=2)=[CH:29][N:30]=1)[C:22](N(OC)C)=[O:23])(=[O:17])=[O:16].C([O-])(O)=O.[Na+]. (2) Given the product [ClH:1].[CH:10]12[NH:9][CH:14]([CH2:15][CH2:16][CH2:17]1)[CH2:13][C:12](=[O:18])[CH2:11]2, predict the reactants needed to synthesize it. The reactants are: [ClH:1].C([N:9]1[CH:14]2[CH2:15][CH2:16][CH2:17][CH:10]1[CH2:11][C:12](=[O:18])[CH2:13]2)C1C=CC=CC=1.